Dataset: Full USPTO retrosynthesis dataset with 1.9M reactions from patents (1976-2016). Task: Predict the reactants needed to synthesize the given product. (1) Given the product [Cl:15][C:16]1[CH:17]=[CH:18][C:19]([C:22]([C:24]2[CH:29]=[CH:28][C:27]([N+:30]([O-:32])=[O:31])=[CH:26][CH:25]=2)([C:3]2[N:2]([CH3:1])[CH:6]=[CH:5][N:4]=2)[OH:23])=[CH:20][CH:21]=1.[Cl:15][C:16]1[CH:17]=[CH:18][C:19]([C:22]([C:24]2[CH:29]=[CH:28][C:27]([N+:30]([O-:32])=[O:31])=[CH:26][CH:25]=2)([C:6]2[N:2]([CH3:1])[CH:3]=[N:4][CH:5]=2)[OH:23])=[CH:20][CH:21]=1, predict the reactants needed to synthesize it. The reactants are: [CH3:1][N:2]1[CH:6]=[CH:5][N:4]=[CH:3]1.Cl[Si](CC)(CC)CC.[Cl:15][C:16]1[CH:21]=[CH:20][C:19]([C:22]([C:24]2[CH:29]=[CH:28][C:27]([N+:30]([O-:32])=[O:31])=[CH:26][CH:25]=2)=[O:23])=[CH:18][CH:17]=1. (2) The reactants are: [S:1]1[C:5]2[CH:6]=[CH:7][CH:8]=[CH:9][C:4]=2[N:3]=[C:2]1[NH2:10].C(=O)([O-])[O-].[Cs+].[Cs+].[C:17](Cl)(=[O:24])[C:18]1[CH:23]=[CH:22][CH:21]=[CH:20][CH:19]=1. Given the product [S:1]1[C:5]2[CH:6]=[CH:7][CH:8]=[CH:9][C:4]=2[N:3]=[C:2]1[NH:10][C:17](=[O:24])[C:18]1[CH:23]=[CH:22][CH:21]=[CH:20][CH:19]=1, predict the reactants needed to synthesize it. (3) The reactants are: NC(CC1C=CC=CC=1)C.[CH3:11][C@H:12]([NH:20][CH3:21])[CH2:13][C:14]1[CH:15]=[CH:16][CH:17]=[CH:18][CH:19]=1.Cl.CCCCCN1C2C=CC=CC=2C([C:37](C2C=CC=C3C=CC=CC=23)=[O:38])=C1.C[O:50]C1C=C(CCN)C=C(OC)C=1OC.Cl.C[C@H](NC)[C@@H](O)C1C=CC=CC=1. Given the product [CH3:11][CH:12]([NH:20][CH3:21])[CH2:13][C:14]1[CH:15]=[CH:16][C:17]2[O:38][CH2:37][O:50][C:18]=2[CH:19]=1, predict the reactants needed to synthesize it. (4) Given the product [F:15][C:16]1[CH:17]=[C:18]([CH:21]=[C:22]([F:24])[CH:23]=1)[CH2:19][N:1]1[CH2:2][CH2:3][CH:4]([NH:7][C:8](=[O:14])[O:9][C:10]([CH3:11])([CH3:13])[CH3:12])[CH2:5][CH2:6]1, predict the reactants needed to synthesize it. The reactants are: [NH:1]1[CH2:6][CH2:5][CH:4]([NH:7][C:8](=[O:14])[O:9][C:10]([CH3:13])([CH3:12])[CH3:11])[CH2:3][CH2:2]1.[F:15][C:16]1[CH:17]=[C:18]([CH:21]=[C:22]([F:24])[CH:23]=1)[CH:19]=O. (5) Given the product [NH2:7][C@H:8]1[CH2:13][CH2:12][C@H:11]([CH2:14][NH:15][C:16]2[C:21]([N+:22]([O-:24])=[O:23])=[CH:20][N:19]=[C:18]([NH:25][CH2:26][C:27]3[CH:28]=[N:29][CH:30]=[CH:31][C:32]=3[Cl:33])[N:17]=2)[CH2:10][CH2:9]1, predict the reactants needed to synthesize it. The reactants are: C(OC(=O)[NH:7][CH:8]1[CH2:13][CH2:12][CH:11]([CH2:14][NH:15][C:16]2[C:21]([N+:22]([O-:24])=[O:23])=[CH:20][N:19]=[C:18]([NH:25][CH2:26][C:27]3[CH:28]=[N:29][CH:30]=[CH:31][C:32]=3[Cl:33])[N:17]=2)[CH2:10][CH2:9]1)(C)(C)C.Cl.